Dataset: Full USPTO retrosynthesis dataset with 1.9M reactions from patents (1976-2016). Task: Predict the reactants needed to synthesize the given product. (1) Given the product [Cl:25][C:26]1[CH:27]=[CH:28][C:29]([C:32]2[N:33]=[C:34]3[CH:39]=[CH:38][C:37]([CH3:40])=[CH:36][N:35]3[C:41]=2[CH2:42][C:47]2[O:46][C:45]([CH3:44])=[N:49][N:48]=2)=[CH:30][CH:31]=1, predict the reactants needed to synthesize it. The reactants are: FC1C=CC2N(C(CC3N(C)C=CN=3)=C(C3C=CC(F)=CC=3)N=2)C=1.[Cl:25][C:26]1[CH:31]=[CH:30][C:29]([C:32]2[N:33]=[C:34]3[CH:39]=[CH:38][C:37]([CH3:40])=[CH:36][N:35]3[C:41]=2[CH:42]=O)=[CH:28][CH:27]=1.[CH3:44][C:45]1[O:46][CH:47]=[N:48][N:49]=1. (2) The reactants are: [C:1]([C:5]1[CH:9]=[C:8]([NH:10][C:11](=[O:36])[NH:12][C:13]2[C:22]3[C:17](=[CH:18][CH:19]=[CH:20][CH:21]=3)[C:16]([O:23][C:24]3[CH:29]=[CH:28][N:27]=[C:26]([NH:30][C:31](=[O:35])[CH2:32][O:33][CH3:34])[CH:25]=3)=[CH:15][CH:14]=2)[N:7]([C:37]2[CH:42]=[CH:41][C:40]([N+:43]([O-])=O)=[CH:39][CH:38]=2)[N:6]=1)([CH3:4])([CH3:3])[CH3:2].[H][H]. Given the product [NH2:43][C:40]1[CH:39]=[CH:38][C:37]([N:7]2[C:8]([NH:10][C:11](=[O:36])[NH:12][C:13]3[C:22]4[C:17](=[CH:18][CH:19]=[CH:20][CH:21]=4)[C:16]([O:23][C:24]4[CH:29]=[CH:28][N:27]=[C:26]([NH:30][C:31](=[O:35])[CH2:32][O:33][CH3:34])[CH:25]=4)=[CH:15][CH:14]=3)=[CH:9][C:5]([C:1]([CH3:4])([CH3:3])[CH3:2])=[N:6]2)=[CH:42][CH:41]=1, predict the reactants needed to synthesize it. (3) Given the product [CH:28]1([N:27]([CH3:26])[CH2:9][CH2:10][CH2:11][CH2:12][CH2:13][O:1][CH:2]2[CH2:7][CH2:6][N:5]([C:23](=[O:24])[CH2:22][C:19]3[CH:20]=[CH:21][C:16]([F:15])=[CH:17][CH:18]=3)[CH2:4][CH2:3]2)[CH2:30][CH2:29]1, predict the reactants needed to synthesize it. The reactants are: [OH:1][CH:2]1[CH2:7][CH2:6][NH:5][CH2:4][CH2:3]1.Br[CH2:9][CH2:10][CH2:11][CH2:12][CH2:13]Br.[F:15][C:16]1[CH:21]=[CH:20][C:19]([CH2:22][C:23](Cl)=[O:24])=[CH:18][CH:17]=1.[CH3:26][NH:27][CH:28]1[CH2:30][CH2:29]1.